From a dataset of Full USPTO retrosynthesis dataset with 1.9M reactions from patents (1976-2016). Predict the reactants needed to synthesize the given product. (1) Given the product [Cl:1][C:2]1[CH:7]=[CH:6][N:5]=[C:4]([NH2:8])[C:3]=1[I:16], predict the reactants needed to synthesize it. The reactants are: [Cl:1][C:2]1[CH:7]=[CH:6][N:5]=[C:4]([NH:8]C(=O)OC(C)(C)C)[C:3]=1[I:16]. (2) Given the product [CH3:36][C:33]1[CH:32]=[CH:31][C:30]([C:25]2[C:24]([C:22]([NH:21][C:17]3[CH:16]=[C:15]4[C:20](=[CH:19][CH:18]=3)[N:12]([C:8](=[O:10])[CH2:7][C:4]3[CH:5]=[CH:6][N:1]=[CH:2][N:3]=3)[CH2:13][CH2:14]4)=[O:23])=[CH:29][CH:28]=[CH:27][CH:26]=2)=[CH:35][CH:34]=1, predict the reactants needed to synthesize it. The reactants are: [N:1]1[CH:6]=[CH:5][C:4]([CH2:7][C:8]([OH:10])=O)=[N:3][CH:2]=1.Cl.[NH:12]1[C:20]2[C:15](=[CH:16][C:17]([NH:21][C:22]([C:24]3[C:25]([C:30]4[CH:35]=[CH:34][C:33]([CH3:36])=[CH:32][CH:31]=4)=[CH:26][CH:27]=[CH:28][CH:29]=3)=[O:23])=[CH:18][CH:19]=2)[CH2:14][CH2:13]1.F[P-](F)(F)(F)(F)F.N1(O[P+](N2CCCC2)(N2CCCC2)N2CCCC2)C2C=CC=CC=2N=N1.C(N(C(C)C)CC)(C)C. (3) The reactants are: Cl[C:2]1[C:7]([Cl:8])=[CH:6][C:5]([C:9]([F:12])([F:11])[F:10])=[CH:4][N:3]=1.[C:13]1([CH3:20])[C:18]([OH:19])=[CH:17][CH:16]=[CH:15][CH:14]=1.[I-].[K+].C([O-])([O-])=O.[K+].[K+]. Given the product [Cl:8][C:7]1[C:2]([O:19][C:18]2[CH:17]=[CH:16][CH:15]=[CH:14][C:13]=2[CH3:20])=[N:3][CH:4]=[C:5]([C:9]([F:12])([F:11])[F:10])[CH:6]=1, predict the reactants needed to synthesize it. (4) Given the product [F:15][C:16]1[CH:17]=[C:18]2[C:22](=[CH:23][CH:24]=1)[N:21]([CH2:25][C:26]1[O:27][C:28]([C:31]([F:32])([F:34])[F:33])=[CH:29][CH:30]=1)[C:20](=[O:35])[C:19]2([C:7]1[C:6]([OH:9])=[CH:5][CH:4]=[C:3]([O:2][CH3:1])[N:8]=1)[CH2:38][OH:37], predict the reactants needed to synthesize it. The reactants are: [CH3:1][O:2][C:3]1[N:8]=[CH:7][C:6]([OH:9])=[CH:5][CH:4]=1.C([Mg]Cl)(C)C.[F:15][C:16]1[CH:17]=[C:18]2[C:22](=[CH:23][CH:24]=1)[N:21]([CH2:25][C:26]1[O:27][C:28]([C:31]([F:34])([F:33])[F:32])=[CH:29][CH:30]=1)[C:20](=[O:35])[C:19]2=O.[O:37]1CCC[CH2:38]1. (5) Given the product [Br:1][C:2]1[CH:11]=[C:10]2[C:5]([C:6](=[O:12])[N:7]([CH2:17][C:16]3[CH:19]=[CH:20][C:21]([O:23][CH3:24])=[CH:22][C:15]=3[O:14][CH3:13])[CH:8]=[N:9]2)=[CH:4][CH:3]=1, predict the reactants needed to synthesize it. The reactants are: [Br:1][C:2]1[CH:11]=[C:10]2[C:5]([C:6](=[O:12])[NH:7][CH:8]=[N:9]2)=[CH:4][CH:3]=1.[CH3:13][O:14][C:15]1[CH:22]=[C:21]([O:23][CH3:24])[CH:20]=[CH:19][C:16]=1[CH2:17]O.C1(P(C2C=CC=CC=2)C2C=CC=CC=2)C=CC=CC=1.N(C(OCC)=O)=NC(OCC)=O. (6) Given the product [NH2:35][C:32]1[N:31]=[CH:30][C:29]([C:28]#[C:27][C:23]2[CH:24]=[C:8]([NH:10][C:11](=[O:19])[O:12][C:13]3[CH:14]=[CH:15][CH:16]=[CH:17][CH:18]=3)[CH:26]=[CH:21][CH:22]=2)=[CH:34][N:33]=1, predict the reactants needed to synthesize it. The reactants are: C(C1S[C:8]([NH:10][C:11](=[O:19])[O:12][C:13]2[CH:18]=[CH:17][CH:16]=[CH:15][CH:14]=2)=NN=1)(C)(C)C.N[C:21]1[CH:22]=[C:23]([C:27]#[C:28][C:29]2[CH:30]=[N:31][C:32]([NH2:35])=[N:33][CH:34]=2)[CH:24]=C[CH:26]=1.C1(OC(Cl)=O)C=CC=CC=1. (7) Given the product [O:30]=[S:2]1(=[O:1])[CH2:7][CH2:6][N:5]([C:8]([C:10]2[N:11]([C:38]3[CH:39]=[CH:40][C:35]([S:32]([CH3:31])(=[O:34])=[O:33])=[CH:36][CH:37]=3)[C:12]3[C:17]([CH:18]=2)=[CH:16][C:15]([C:19]([N:21]2[CH2:22][CH2:23][N:24]([CH:27]([CH3:28])[CH3:29])[CH2:25][CH2:26]2)=[O:20])=[CH:14][CH:13]=3)=[O:9])[CH2:4][CH2:3]1, predict the reactants needed to synthesize it. The reactants are: [O:1]=[S:2]1(=[O:30])[CH2:7][CH2:6][N:5]([C:8]([C:10]2[NH:11][C:12]3[C:17]([CH:18]=2)=[CH:16][C:15]([C:19]([N:21]2[CH2:26][CH2:25][N:24]([CH:27]([CH3:29])[CH3:28])[CH2:23][CH2:22]2)=[O:20])=[CH:14][CH:13]=3)=[O:9])[CH2:4][CH2:3]1.[CH3:31][S:32]([C:35]1[CH:40]=[CH:39][C:38](B(O)O)=[CH:37][CH:36]=1)(=[O:34])=[O:33].N1C=CC=CC=1. (8) Given the product [CH2:1]([O:3][C:4]([C:6]1[C:7]2[CH:15]=[CH:14][C:13]([Br:16])=[CH:12][C:8]=2[S:9][C:10]=1[NH2:11])=[O:5])[CH3:2], predict the reactants needed to synthesize it. The reactants are: [CH2:1]([O:3][C:4]([C:6]1[C:7]2[CH:15]=[CH:14][CH:13]=[CH:12][C:8]=2[S:9][C:10]=1[NH2:11])=[O:5])[CH3:2].[Br:16]N1C(=O)CCC1=O.C([O-])(O)=O.[Na+]. (9) Given the product [NH2:24][C@@H:25]([C@H:26]([OH:27])[CH3:28])[C:29]([NH:14][C:13]1[CH:15]=[CH:16][C:10]([O:9][CH2:1][CH2:2][CH2:3][CH2:4][CH2:5][CH2:6][CH2:7][CH3:8])=[CH:11][CH:12]=1)=[O:30], predict the reactants needed to synthesize it. The reactants are: [CH2:1]([O:9][C:10]1[CH:16]=[CH:15][C:13]([NH2:14])=[CH:12][CH:11]=1)[CH2:2][CH2:3][CH2:4][CH2:5][CH2:6][CH2:7][CH3:8].C(OC([NH:24][C@H:25]([C:29](O)=[O:30])[C@@H:26]([CH3:28])[OH:27])=O)(C)(C)C.